Dataset: Full USPTO retrosynthesis dataset with 1.9M reactions from patents (1976-2016). Task: Predict the reactants needed to synthesize the given product. Given the product [NH2:8][C:9]1[C:14]([C:15]([F:18])([F:17])[F:16])=[CH:13][C:12]([CH2:19][C:20]([CH2:21][C:22](=[O:24])[N:36]2[CH2:37][CH2:38][CH:39]([N:42]3[CH2:51][C:50]4[C:45](=[CH:46][CH:47]=[CH:48][CH:49]=4)[NH:44][C:43]3=[O:52])[CH2:40][CH2:41]2)([C:30]([O:32][CH2:33][CH3:34])=[O:31])[C:25]([O:27][CH2:28][CH3:29])=[O:26])=[CH:11][C:10]=1[Cl:35], predict the reactants needed to synthesize it. The reactants are: C(N(CC)CC)C.[NH2:8][C:9]1[C:14]([C:15]([F:18])([F:17])[F:16])=[CH:13][C:12]([CH2:19][C:20]([C:30]([O:32][CH2:33][CH3:34])=[O:31])([C:25]([O:27][CH2:28][CH3:29])=[O:26])[CH2:21][C:22]([OH:24])=O)=[CH:11][C:10]=1[Cl:35].[NH:36]1[CH2:41][CH2:40][CH:39]([N:42]2[CH2:51][C:50]3[C:45](=[CH:46][CH:47]=[CH:48][CH:49]=3)[NH:44][C:43]2=[O:52])[CH2:38][CH2:37]1.CN(C(ON1N=NC2C=CC=CC1=2)=[N+](C)C)C.[B-](F)(F)(F)F.C1C=CC2N(O)N=NC=2C=1.